The task is: Predict the product of the given reaction.. This data is from Forward reaction prediction with 1.9M reactions from USPTO patents (1976-2016). Given the reactants [CH:1]1[CH:6]=[C:5]2[C:7]([C:9]([OH:13])(O)[C:10](=[O:11])[C:4]2=[CH:3][CH:2]=1)=[O:8].[CH2:14]([C:16]1[CH:17]=[C:18]([OH:22])[CH:19]=[CH:20][CH:21]=1)[CH3:15], predict the reaction product. The product is: [CH2:14]([C:16]1[CH:21]=[CH:20][C:19]2[C:9]3([OH:13])[C:10](=[O:11])[C:4]4[C:5](=[CH:6][CH:1]=[CH:2][CH:3]=4)[C:7]3([OH:8])[O:22][C:18]=2[CH:17]=1)[CH3:15].